Dataset: Catalyst prediction with 721,799 reactions and 888 catalyst types from USPTO. Task: Predict which catalyst facilitates the given reaction. (1) Reactant: [CH3:1][O:2][C:3]1[CH:8]=[CH:7][C:6]([CH3:9])=[C:5]([CH3:10])[CH:4]=1.[Br-:11].[Br-].[Br-].C([N+](CCCC)(CCCC)CCCC)CCC.C([N+](CCCC)(CCCC)CCCC)CCC.C([N+](CCCC)(CCCC)CCCC)CCC. Product: [Br:11][C:8]1[CH:7]=[C:6]([CH3:9])[C:5]([CH3:10])=[CH:4][C:3]=1[O:2][CH3:1]. The catalyst class is: 98. (2) Reactant: [CH3:1][C:2]1[C:3]([NH:8][C@@H:9]2[CH2:14][CH2:13][CH2:12][N:11]([C:15]([O:17][C:18]([CH3:21])([CH3:20])[CH3:19])=[O:16])[CH2:10]2)=[N:4][CH:5]=[CH:6][CH:7]=1.C[Si]([N-][Si](C)(C)C)(C)C.[Li+].[Br:32][C:33]1[CH:41]=[CH:40][C:36]([C:37](Cl)=[O:38])=[CH:35][C:34]=1[F:42]. Product: [Br:32][C:33]1[CH:41]=[CH:40][C:36]([C:37]([N:8]([C:3]2[C:2]([CH3:1])=[CH:7][CH:6]=[CH:5][N:4]=2)[C@@H:9]2[CH2:14][CH2:13][CH2:12][N:11]([C:15]([O:17][C:18]([CH3:21])([CH3:20])[CH3:19])=[O:16])[CH2:10]2)=[O:38])=[CH:35][C:34]=1[F:42]. The catalyst class is: 1. (3) Reactant: [H-].[Na+].[OH:3][CH2:4][CH:5]1[CH2:10][CH2:9][CH:8]=[CH:7][O:6]1.[CH2:11](Br)[C:12]1[CH:17]=[CH:16][CH:15]=[CH:14][CH:13]=1. Product: [CH2:11]([O:3][CH2:4][CH:5]1[CH2:10][CH2:9][CH:8]=[CH:7][O:6]1)[C:12]1[CH:17]=[CH:16][CH:15]=[CH:14][CH:13]=1. The catalyst class is: 3. (4) Reactant: [NH:1]1[CH2:7][CH2:6][CH2:5][C:4](=O)[C:3]2[CH:9]=[CH:10][CH:11]=[CH:12][C:2]1=2.O.NN.[OH-].[K+].Cl. Product: [NH:1]1[CH2:7][CH2:6][CH2:5][CH2:4][C:3]2[CH:9]=[CH:10][CH:11]=[CH:12][C:2]1=2. The catalyst class is: 831. (5) Product: [CH:11]1([C:9]2[CH:10]=[C:6]3[N:5]=[C:4]([NH:14][C:15](=[O:26])[C:16]4[CH:21]=[CH:20][C:19]([C:22]([OH:25])([CH3:24])[CH3:23])=[CH:18][CH:17]=4)[CH:3]=[C:2]([N:27]4[CH2:32][CH2:31][O:30][CH2:29][CH2:28]4)[N:7]3[N:8]=2)[CH2:13][CH2:12]1. The catalyst class is: 3. Reactant: Cl[C:2]1[N:7]2[N:8]=[C:9]([CH:11]3[CH2:13][CH2:12]3)[CH:10]=[C:6]2[N:5]=[C:4]([NH:14][C:15](=[O:26])[C:16]2[CH:21]=[CH:20][C:19]([C:22]([OH:25])([CH3:24])[CH3:23])=[CH:18][CH:17]=2)[CH:3]=1.[NH:27]1[CH2:32][CH2:31][O:30][CH2:29][CH2:28]1.CN1C(=O)CCC1. (6) Reactant: [OH:1][B:2]1[C:6]2[CH:7]=[C:8]([NH:11][S:12]([C:15]3[N:20]=[CH:19][C:18]([NH:21]C(=O)C)=[CH:17][C:16]=3[CH3:25])(=[O:14])=[O:13])[CH:9]=[CH:10][C:5]=2[CH2:4][O:3]1.Cl.[OH-].[Na+]. Product: [NH2:21][C:18]1[CH:17]=[C:16]([CH3:25])[C:15]([S:12]([NH:11][C:8]2[CH:9]=[CH:10][C:5]3[CH2:4][O:3][B:2]([OH:1])[C:6]=3[CH:7]=2)(=[O:13])=[O:14])=[N:20][CH:19]=1. The catalyst class is: 12.